From a dataset of Reaction yield outcomes from USPTO patents with 853,638 reactions. Predict the reaction yield, written as a fraction of the theoretical maximum amount of product (1.0 means a 100% yield; for example, 0.34 means a 34% yield). (1) The reactants are Cl.[Cl:2][C:3]1[CH:4]=[C:5]([CH:18]=[CH:19][C:20]=1[F:21])[NH:6][C:7]1[C:16]2[C:11](=[CH:12][CH:13]=[CH:14][C:15]=2F)[N:10]=[CH:9][N:8]=1.[OH:22][CH:23]1[CH2:28][CH2:27][CH2:26][N:25]([CH3:29])[CH2:24]1. No catalyst specified. The product is [Cl:2][C:3]1[CH:4]=[C:5]([CH:18]=[CH:19][C:20]=1[F:21])[NH:6][C:7]1[C:16]2[C:11](=[CH:12][CH:13]=[CH:14][C:15]=2[O:22][CH:23]2[CH2:28][CH2:27][CH2:26][N:25]([CH3:29])[CH2:24]2)[N:10]=[CH:9][N:8]=1. The yield is 0.510. (2) The reactants are [OH:1][CH2:2][CH:3]([CH2:5][OH:6])[OH:4].[C:7]([OH:13])(=O)[CH2:8][CH2:9][CH2:10][CH3:11]. The catalyst is [Pd]. The product is [CH2:7]([O:1][CH2:2][CH:3]([CH2:5][OH:6])[OH:4])[CH2:8][CH2:9][CH2:10][CH3:11].[CH3:2][CH2:3][O:13][CH2:7][CH3:8]. The yield is 0.710. (3) The reactants are [CH3:1][N:2]1[CH2:7][CH2:6][N:5]([CH2:8][CH2:9][CH2:10][CH2:11][O:12][C:13]2[CH:14]=[C:15]([CH:18]=[CH:19][CH:20]=2)[CH:16]=O)[CH2:4][CH2:3]1.[C:21]([C:25]1[CH:26]=[C:27]([NH2:32])[C:28]([NH2:31])=[CH:29][CH:30]=1)([CH3:24])([CH3:23])[CH3:22]. No catalyst specified. The product is [C:21]([C:25]1[CH:30]=[CH:29][C:28]2[NH:31][C:16]([C:15]3[CH:18]=[CH:19][CH:20]=[C:13]([O:12][CH2:11][CH2:10][CH2:9][CH2:8][N:5]4[CH2:6][CH2:7][N:2]([CH3:1])[CH2:3][CH2:4]4)[CH:14]=3)=[N:32][C:27]=2[CH:26]=1)([CH3:24])([CH3:22])[CH3:23]. The yield is 0.920. (4) The yield is 0.690. The product is [Cl:32][C:26]1[CH:27]=[C:28]([Cl:31])[CH:29]=[CH:30][C:25]=1[C:23]1[N:24]=[C:20]([C@@H:19]([NH:35][C:46](=[O:47])[CH2:45][C:39]2[CH:40]=[CH:41][C:42]([F:44])=[CH:43][C:38]=2[F:37])[CH2:18][C:15]2[CH:14]=[CH:13][C:12]([O:11][C:8]3[CH:9]=[CH:10][C:5]([C:4]([OH:3])=[O:36])=[CH:6][CH:7]=3)=[CH:17][CH:16]=2)[N:21]([CH2:33][CH3:34])[CH:22]=1. The reactants are Cl.C[O:3][C:4](=[O:36])[C:5]1[CH:10]=[CH:9][C:8]([O:11][C:12]2[CH:17]=[CH:16][C:15]([CH2:18][C@H:19]([NH2:35])[C:20]3[N:21]([CH2:33][CH3:34])[CH:22]=[C:23]([C:25]4[CH:30]=[CH:29][C:28]([Cl:31])=[CH:27][C:26]=4[Cl:32])[N:24]=3)=[CH:14][CH:13]=2)=[CH:7][CH:6]=1.[F:37][C:38]1[CH:43]=[C:42]([F:44])[CH:41]=[CH:40][C:39]=1[CH2:45][C:46](O)=[O:47]. No catalyst specified. (5) The reactants are Cl.CO.[Si]([O:11][CH:12]([CH3:43])[CH2:13][CH:14]([N:23]1[CH:28]=[CH:27][C:26]([C:29]2[CH:34]=[CH:33][N:32]=[C:31]([NH:35][CH:36]3[CH2:41][CH2:40][O:39][CH2:38][CH2:37]3)[N:30]=2)=[CH:25][C:24]1=[O:42])[C:15]1[CH:20]=[CH:19][C:18]([Cl:21])=[C:17]([F:22])[CH:16]=1)(C(C)(C)C)(C)C.C([O-])(O)=O.[Na+]. The catalyst is CO. The product is [Cl:21][C:18]1[CH:19]=[CH:20][C:15]([CH:14]([N:23]2[CH:28]=[CH:27][C:26]([C:29]3[CH:34]=[CH:33][N:32]=[C:31]([NH:35][CH:36]4[CH2:41][CH2:40][O:39][CH2:38][CH2:37]4)[N:30]=3)=[CH:25][C:24]2=[O:42])[CH2:13][CH:12]([OH:11])[CH3:43])=[CH:16][C:17]=1[F:22]. The yield is 0.500. (6) The reactants are [Br:1][C:2]1[CH:3]=[C:4]([C@:9]2([CH3:23])[CH2:14][CH2:13][S:12][C:11]([NH:15]C(=O)OC(C)(C)C)=[N:10]2)[CH:5]=[CH:6][C:7]=1[F:8].FC(F)(F)C(O)=O. The catalyst is CO. The product is [Br:1][C:2]1[CH:3]=[C:4]([C@:9]2([CH3:23])[CH2:14][CH2:13][S:12][C:11]([NH2:15])=[N:10]2)[CH:5]=[CH:6][C:7]=1[F:8]. The yield is 0.620.